Dataset: Catalyst prediction with 721,799 reactions and 888 catalyst types from USPTO. Task: Predict which catalyst facilitates the given reaction. (1) Reactant: [CH2:1]([CH:3]([NH2:6])[CH2:4][CH3:5])[CH3:2].N1C=CC=CC=1.Cl[C:14]([O:16][C:17]1[CH:22]=[CH:21][CH:20]=[CH:19][CH:18]=1)=[O:15].O. Product: [CH2:1]([CH:3]([NH:6][C:14](=[O:15])[O:16][C:17]1[CH:22]=[CH:21][CH:20]=[CH:19][CH:18]=1)[CH2:4][CH3:5])[CH3:2]. The catalyst class is: 188. (2) Reactant: [CH3:1][C:2]([NH:5][CH2:6][C@H:7]([OH:17])[C:8]1[CH:9]=[CH:10][C:11]([OH:16])=[C:12]([CH2:14][OH:15])[CH:13]=1)([CH3:4])[CH3:3].Cl.C(O)C. The catalyst class is: 237. Product: [CH3:4][C:2]([NH:5][CH2:6][C@H:7]([OH:17])[C:8]1[CH:9]=[CH:10][C:11]([OH:16])=[C:12]([CH2:14][OH:15])[CH:13]=1)([CH3:1])[CH3:3].